From a dataset of Forward reaction prediction with 1.9M reactions from USPTO patents (1976-2016). Predict the product of the given reaction. (1) Given the reactants [CH3:1][O:2][C:3](=[O:32])[CH2:4][N:5]([S:21](=[O:31])(=[O:30])[NH:22]C(OC(C)(C)C)=O)[C:6]1[C:11]([F:12])=[CH:10][CH:9]=[CH:8][C:7]=1[O:13][CH2:14][C:15]1[CH:20]=[CH:19][CH:18]=[CH:17][CH:16]=1.FC(F)(F)C(O)=O.ClCCl, predict the reaction product. The product is: [CH3:1][O:2][C:3](=[O:32])[CH2:4][N:5]([S:21](=[O:30])(=[O:31])[NH2:22])[C:6]1[C:11]([F:12])=[CH:10][CH:9]=[CH:8][C:7]=1[O:13][CH2:14][C:15]1[CH:20]=[CH:19][CH:18]=[CH:17][CH:16]=1. (2) The product is: [C:12]1([C:11]2[S:10][CH:9]=[CH:8][C:7]=2[C:1]2[CH:6]=[CH:5][CH:4]=[CH:3][CH:2]=2)[CH:13]=[CH:14][CH:15]=[CH:16][CH:17]=1. Given the reactants [C:1]1([C:7]2[CH:8]=[C:9](C(O)=O)[S:10][C:11]=2[C:12]2[CH:17]=[CH:16][CH:15]=[CH:14][CH:13]=2)[CH:6]=[CH:5][CH:4]=[CH:3][CH:2]=1.C(=O)=O, predict the reaction product. (3) Given the reactants [CH3:1][N:2]1[C:6]([CH3:7])=[CH:5][C:4]([NH:8][C:9](=[O:23])[C:10]2[CH:15]=[C:14]([OH:16])[CH:13]=[C:12]([O:17][CH:18]([CH2:21][F:22])[CH2:19][F:20])[CH:11]=2)=[N:3]1.C(=O)([O-])[O-].[K+].[K+].[N:30]1([C:34]([C:36]2[CH:37]=[C:38]([Cl:43])[C:39](Cl)=[N:40][CH:41]=2)=[O:35])[CH2:33][CH2:32][CH2:31]1, predict the reaction product. The product is: [N:30]1([C:34]([C:36]2[CH:37]=[C:38]([Cl:43])[C:39]([O:16][C:14]3[CH:15]=[C:10]([CH:11]=[C:12]([O:17][CH:18]([CH2:19][F:20])[CH2:21][F:22])[CH:13]=3)[C:9]([NH:8][C:4]3[CH:5]=[C:6]([CH3:7])[N:2]([CH3:1])[N:3]=3)=[O:23])=[N:40][CH:41]=2)=[O:35])[CH2:33][CH2:32][CH2:31]1. (4) Given the reactants [Br:1][C:2]1[CH:3]=[C:4]([N:8]2[CH2:13][CH2:12][CH:11]([C:14]([O:16]CC)=[O:15])[CH2:10][CH2:9]2)[CH:5]=[CH:6][CH:7]=1.[OH-].[Na+], predict the reaction product. The product is: [Br:1][C:2]1[CH:3]=[C:4]([N:8]2[CH2:9][CH2:10][CH:11]([C:14]([OH:16])=[O:15])[CH2:12][CH2:13]2)[CH:5]=[CH:6][CH:7]=1. (5) Given the reactants [O:1]1[CH2:5][CH2:4][O:3][CH:2]1[C:6]1[N:7]([CH2:11][C:12]2[CH:17]=[CH:16][C:15]([F:18])=[CH:14][CH:13]=2)[CH:8]=[CH:9][N:10]=1.[CH3:19][S:20]C, predict the reaction product. The product is: [O:3]1[CH2:4][CH2:5][O:1][CH:2]1[C:6]1[N:7]([CH2:11][C:12]2[CH:17]=[CH:16][C:15]([F:18])=[CH:14][CH:13]=2)[C:8]([S:20][CH3:19])=[CH:9][N:10]=1. (6) Given the reactants [CH2:1]([N:8]1[CH2:13][CH2:12][C:11]([OH:22])([C:14]2[C:19]([CH2:20]O)=[CH:18][CH:17]=[CH:16][N:15]=2)[CH2:10][CH2:9]1)[C:2]1[CH:7]=[CH:6][CH:5]=[CH:4][CH:3]=1.C(N(CC)CC)C.CS(Cl)(=O)=O, predict the reaction product. The product is: [CH2:1]([N:8]1[CH2:9][CH2:10][C:11]2([C:14]3=[N:15][CH:16]=[CH:17][CH:18]=[C:19]3[CH2:20][O:22]2)[CH2:12][CH2:13]1)[C:2]1[CH:7]=[CH:6][CH:5]=[CH:4][CH:3]=1. (7) The product is: [ClH:1].[F:9][C:7]1[CH:6]=[C:5]([C:10]2[C:18]3[C:13](=[CH:14][C:15]([O:19][CH2:20][CH2:21][CH:22]4[CH2:23][CH2:24][N:25]([S:28]([CH3:31])(=[O:29])=[O:30])[CH2:26][CH2:27]4)=[CH:16][CH:17]=3)[C:12](=[O:32])[C:11]=2[C:33]2[CH:34]=[N:35][C:36]3[C:37]([CH:38]=2)=[CH:52][CH:51]=[CH:50][CH:58]=3)[CH:4]=[C:3]([F:2])[CH:8]=1. Given the reactants [ClH:1].[F:2][C:3]1[CH:4]=[C:5]([C:10]2[C:18]3[C:13](=[CH:14][C:15]([O:19][CH2:20][CH2:21][CH:22]4[CH2:27][CH2:26][N:25]([S:28]([CH3:31])(=[O:30])=[O:29])[CH2:24][CH2:23]4)=[CH:16][CH:17]=3)[C:12](=[O:32])[C:11]=2[C:33]2[CH:34]=[N:35][C:36](OC)=[CH:37][CH:38]=2)[CH:6]=[C:7]([F:9])[CH:8]=1.O1CCN(CCO[C:50]2[CH:58]=C3C(C([C:50]4[CH:58]=CC=[CH:52][CH:51]=4)=C(Br)C3=O)=[CH:52][CH:51]=2)CC1.N1C2C(=CC=CC=2)C=C(B(O)O)C=1, predict the reaction product. (8) Given the reactants C([O:4][C@H:5]1[C@H:10]([O:11][C:12](=[O:14])[NH2:13])[C@H:9]([O:15]C(=O)C)[C@@H:8]([O:19][C@H:20]2[C@@H:25]([O:26]C(=O)C)[C@H:24]([O:30]C(=O)C)[C@H:23]([CH2:34][O:35]C(=O)C)[O:22][C@H:21]2[O:39][CH2:40][CH2:41][O:42][CH2:43][CH2:44][NH:45][C:46](=[O:60])[CH2:47][CH2:48][CH2:49][CH2:50][C@H:51]2[C@@H:58]3[C@@H:54]([NH:55][C:56](=[O:59])[NH:57]3)[CH2:53][S:52]2)[O:7][C@@H:6]1[CH2:61][O:62]C(=O)C)(=O)C.C([O-])([O-])=O.[K+].[K+], predict the reaction product. The product is: [C:12](=[O:14])([O:11][C@H:10]1[C@H:5]([OH:4])[C@@H:6]([CH2:61][OH:62])[O:7][C@H:8]([O:19][C@H:20]2[C@@H:25]([OH:26])[C@H:24]([OH:30])[C@H:23]([CH2:34][OH:35])[O:22][C@H:21]2[O:39][CH2:40][CH2:41][O:42][CH2:43][CH2:44][NH:45][C:46](=[O:60])[CH2:47][CH2:48][CH2:49][CH2:50][C@H:51]2[C@@H:58]3[C@@H:54]([NH:55][C:56](=[O:59])[NH:57]3)[CH2:53][S:52]2)[C@H:9]1[OH:15])[NH2:13].